From a dataset of Full USPTO retrosynthesis dataset with 1.9M reactions from patents (1976-2016). Predict the reactants needed to synthesize the given product. (1) Given the product [F:20][C:21]1[CH:30]=[CH:29][C:28]([F:31])=[CH:27][C:22]=1[C:23]1[S:26][C:2]([CH2:3][CH2:4][O:5][NH:6][C:7](=[O:13])[O:8][C:9]([CH3:12])([CH3:11])[CH3:10])([C:14]2[CH:19]=[CH:18][CH:17]=[CH:16][CH:15]=2)[NH:25][N:24]=1, predict the reactants needed to synthesize it. The reactants are: O=[C:2]([C:14]1[CH:19]=[CH:18][CH:17]=[CH:16][CH:15]=1)[CH2:3][CH2:4][O:5][NH:6][C:7](=[O:13])[O:8][C:9]([CH3:12])([CH3:11])[CH3:10].[F:20][C:21]1[CH:30]=[CH:29][C:28]([F:31])=[CH:27][C:22]=1[C:23](=[S:26])[NH:24][NH2:25]. (2) Given the product [CH2:1]([O:8][C:9]1[CH:16]=[C:15]2[C:12]([CH2:13][C:14]2([S:37][C:36]2[CH:31]=[CH:32][C:33]([Cl:46])=[CH:34][CH:35]=2)[C:17]#[N:18])=[CH:11][C:10]=1[O:19][CH3:20])[C:2]1[CH:3]=[CH:4][CH:5]=[CH:6][CH:7]=1, predict the reactants needed to synthesize it. The reactants are: [CH2:1]([O:8][C:9]1[CH:16]=[C:15]2[C:12]([CH2:13][CH:14]2[C:17]#[N:18])=[CH:11][C:10]=1[O:19][CH3:20])[C:2]1[CH:7]=[CH:6][CH:5]=[CH:4][CH:3]=1.C[Si]([N-][Si](C)(C)C)(C)C.[Na+].[CH:31]1[C:36]([S:37][S:37][C:36]2[CH:31]=[CH:32][C:33]([Cl:46])=[CH:34][CH:35]=2)=[CH:35][CH:34]=[C:33]([Cl:46])[CH:32]=1. (3) The reactants are: [CH3:1][N:2]1[CH:6]=[C:5]([CH3:7])[CH:4]=[C:3]1[CH2:8][C:9]([O:11][CH2:12][CH3:13])=[O:10].[Cl:14][C:15]1[CH:23]=[C:22]([Cl:24])[CH:21]=[CH:20][C:16]=1[C:17](Cl)=[O:18].CN(C)CCCN. Given the product [Cl:14][C:15]1[CH:23]=[C:22]([Cl:24])[CH:21]=[CH:20][C:16]=1[C:17]([C:6]1[N:2]([CH3:1])[C:3]([CH2:8][C:9]([O:11][CH2:12][CH3:13])=[O:10])=[CH:4][C:5]=1[CH3:7])=[O:18], predict the reactants needed to synthesize it. (4) Given the product [F:22][C:19]1[CH:20]=[CH:21][C:16]([CH:9]([C:10]2[N:11]([CH3:15])[CH:12]=[CH:13][N:14]=2)[NH:8][C:6]2[N:5]=[C:4]([NH:23][C:24]3[N:25]=[CH:26][N:27]([CH3:29])[CH:28]=3)[N:3]=[C:2]([N:30]3[CH2:35][CH2:34][O:33][CH2:32][CH2:31]3)[N:7]=2)=[CH:17][CH:18]=1, predict the reactants needed to synthesize it. The reactants are: Cl[C:2]1[N:7]=[C:6]([NH:8][CH:9]([C:16]2[CH:21]=[CH:20][C:19]([F:22])=[CH:18][CH:17]=2)[C:10]2[N:11]([CH3:15])[CH:12]=[CH:13][N:14]=2)[N:5]=[C:4]([NH:23][C:24]2[N:25]=[CH:26][N:27]([CH3:29])[CH:28]=2)[N:3]=1.[NH:30]1[CH2:35][CH2:34][O:33][CH2:32][CH2:31]1. (5) Given the product [CH:1]1([N:4]2[C:9]3[N:10]=[CH:11][C:12]([C:14]([OH:16])=[O:15])=[CH:13][C:8]=3[C:7](=[O:19])[N:6]([CH:20]3[CH2:22][CH2:21]3)[C:5]2=[O:23])[CH2:3][CH2:2]1, predict the reactants needed to synthesize it. The reactants are: [CH:1]1([N:4]2[C:9]3[N:10]=[CH:11][C:12]([C:14]([O:16]CC)=[O:15])=[CH:13][C:8]=3[C:7](=[O:19])[N:6]([CH:20]3[CH2:22][CH2:21]3)[C:5]2=[O:23])[CH2:3][CH2:2]1.B(Br)(Br)Br.O. (6) Given the product [Cl:17][C:18]1[CH:23]=[CH:22][C:21]([C:24]2[CH2:29][CH2:28][C:27]([CH3:31])([CH3:30])[CH2:26][C:25]=2[CH2:32][N:5]2[CH2:6][CH2:7][C:2](=[O:1])[CH2:3][CH2:4]2)=[CH:20][CH:19]=1, predict the reactants needed to synthesize it. The reactants are: [O:1]=[C:2]1[CH2:7][CH2:6][NH:5][CH2:4][CH2:3]1.CCN(C(C)C)C(C)C.[Cl:17][C:18]1[CH:23]=[CH:22][C:21]([C:24]2[CH2:29][CH2:28][C:27]([CH3:31])([CH3:30])[CH2:26][C:25]=2[CH:32]=O)=[CH:20][CH:19]=1.[BH-](OC(C)=O)(OC(C)=O)OC(C)=O.[Na+].